From a dataset of Forward reaction prediction with 1.9M reactions from USPTO patents (1976-2016). Predict the product of the given reaction. The product is: [C:31]([NH:1][C:2]1[CH:3]=[C:4]([C:9]2[O:10][C:11]3[C:16]([C:17](=[O:19])[CH:18]=2)=[CH:15][CH:14]=[C:13]([O:20][CH3:21])[C:12]=3[O:22][CH3:23])[CH:5]=[CH:6][C:7]=1[NH:8][C:36](=[O:35])[CH3:37])(=[O:33])[CH3:32]. Given the reactants [NH2:1][C:2]1[CH:3]=[C:4]([C:9]2[O:10][C:11]3[C:16]([C:17](=[O:19])[CH:18]=2)=[CH:15][CH:14]=[C:13]([O:20][CH3:21])[C:12]=3[O:22][CH3:23])[CH:5]=[CH:6][C:7]=1[NH2:8].C(N(CC)CC)C.[C:31](Cl)(=[O:33])[CH3:32].[O:35]1CC[CH2:37][CH2:36]1, predict the reaction product.